From a dataset of Full USPTO retrosynthesis dataset with 1.9M reactions from patents (1976-2016). Predict the reactants needed to synthesize the given product. (1) Given the product [F:27][C:25]([F:26])([F:28])[S:22]([NH:21][C:16]1[CH:17]=[C:18]2[C:13](=[CH:14][CH:15]=1)[CH:12]=[C:11]([C:9]([OH:10])=[O:8])[CH:20]=[CH:19]2)(=[O:23])=[O:24], predict the reactants needed to synthesize it. The reactants are: C([O:8][C:9]([C:11]1[CH:20]=[CH:19][C:18]2[C:13](=[CH:14][CH:15]=[C:16]([NH:21][S:22]([C:25]([F:28])([F:27])[F:26])(=[O:24])=[O:23])[CH:17]=2)[CH:12]=1)=[O:10])C1C=CC=CC=1.[Li+].[OH-]. (2) Given the product [C:16]([CH2:18][C:19]1([N:4]2[CH:5]=[C:6]([B:7]3[O:11][C:10]([CH3:13])([CH3:12])[C:9]([CH3:15])([CH3:14])[O:8]3)[C:2]([CH3:1])=[N:3]2)[CH2:22][N:21]([C:23]([O:25][C:26]([CH3:29])([CH3:28])[CH3:27])=[O:24])[CH2:20]1)#[N:17], predict the reactants needed to synthesize it. The reactants are: [CH3:1][C:2]1[C:6]([B:7]2[O:11][C:10]([CH3:13])([CH3:12])[C:9]([CH3:15])([CH3:14])[O:8]2)=[CH:5][NH:4][N:3]=1.[C:16]([CH:18]=[C:19]1[CH2:22][N:21]([C:23]([O:25][C:26]([CH3:29])([CH3:28])[CH3:27])=[O:24])[CH2:20]1)#[N:17].N12CCCN=C1CCCCC2. (3) Given the product [CH3:1][S:2]([N:5]1[C:17]2[C:12](=[CH:13][C:14]([Cl:18])=[CH:15][CH:16]=2)[C:7]2([CH2:11][CH2:10][N:9]([CH2:35]/[CH:34]=[CH:33]/[C:32]3[CH:37]=[CH:38][C:29]([Cl:28])=[CH:30][CH:31]=3)[CH2:8]2)[CH2:6]1)(=[O:4])=[O:3], predict the reactants needed to synthesize it. The reactants are: [CH3:1][S:2]([N:5]1[C:17]2[C:12](=[CH:13][C:14]([Cl:18])=[CH:15][CH:16]=2)[C:7]2([CH2:11][CH2:10][NH:9][CH2:8]2)[CH2:6]1)(=[O:4])=[O:3].C(N(C(C)C)CC)(C)C.[Cl:28][C:29]1[CH:38]=[CH:37][C:32]([CH:33]=[CH:34][CH2:35]Cl)=[CH:31][CH:30]=1. (4) Given the product [CH3:3][N:2]([CH3:1])[CH2:4][CH2:5][N:6]1[C:20](=[O:21])[C:15]2[CH:16]=[C:17]([NH:19][C:30]([NH:29][C:26]3[CH:27]=[CH:28][C:23]([Cl:22])=[CH:24][CH:25]=3)=[O:31])[CH:18]=[C:13]3[C:14]=2[C:9](=[CH:10][CH:11]=[CH:12]3)[C:7]1=[O:8], predict the reactants needed to synthesize it. The reactants are: [CH3:1][N:2]([CH2:4][CH2:5][N:6]1[C:20](=[O:21])[C:15]2=[CH:16][C:17]([NH2:19])=[CH:18][C:13]3[C:14]2=[C:9]([CH:10]=[CH:11][CH:12]=3)[C:7]1=[O:8])[CH3:3].[Cl:22][C:23]1[CH:28]=[CH:27][C:26]([N:29]=[C:30]=[O:31])=[CH:25][CH:24]=1.